From a dataset of Forward reaction prediction with 1.9M reactions from USPTO patents (1976-2016). Predict the product of the given reaction. The product is: [C:20]([O:23][CH2:2][C:3]1[N:8]([C:9]2[CH:14]=[CH:13][CH:12]=[CH:11][C:10]=2[Cl:15])[C:7](=[O:16])[C:6]([C:17]#[N:18])=[C:5]([Cl:19])[CH:4]=1)(=[O:22])[CH3:21]. Given the reactants Br[CH2:2][C:3]1[N:8]([C:9]2[CH:14]=[CH:13][CH:12]=[CH:11][C:10]=2[Cl:15])[C:7](=[O:16])[C:6]([C:17]#[N:18])=[C:5]([Cl:19])[CH:4]=1.[C:20]([O-:23])(=[O:22])[CH3:21].[Na+].O, predict the reaction product.